This data is from Forward reaction prediction with 1.9M reactions from USPTO patents (1976-2016). The task is: Predict the product of the given reaction. (1) Given the reactants [I:1][C:2]1[C:3]([S:11][C:12]2[NH:13][C:14]3[C:19]([N:20]=2)=[C:18]([NH2:21])[N:17]=[CH:16][N:15]=3)=[CH:4][C:5]2[O:9][CH2:8][O:7][C:6]=2[CH:10]=1.O.[C:23]([O-:26])([O-])=O.[Cs+].[Cs+].[CH3:29][N:30]([CH:32]=[O:33])C, predict the reaction product. The product is: [NH2:21][C:18]1[N:17]=[CH:16][N:15]=[C:14]2[C:19]=1[N:20]=[C:12]([S:11][C:3]1[C:2]([I:1])=[CH:10][C:6]3[O:7][CH2:8][O:9][C:5]=3[CH:4]=1)[N:13]2[CH2:18][CH2:19][CH2:14][CH2:29][N:30]1[C:32](=[O:33])[C:3]2[C:2](=[CH:10][CH:6]=[CH:5][CH:4]=2)[C:23]1=[O:26]. (2) Given the reactants O.F[B-](F)(F)F.[Li+].C[O:9][CH:10](OC)[CH:11]([NH:13][C:14]1[CH:15]=[C:16]2[C:25](=[CH:26][CH:27]=1)[S:24][C:23]1[C:22]([C:28]3[NH:33][C:32](=[O:34])[CH:31]=[C:30]([N:35]4[CH2:40][CH2:39][O:38][CH2:37][CH2:36]4)[CH:29]=3)=[CH:21][CH:20]=[CH:19][C:18]=1[S:17]2)[CH3:12].[Cl-].[Na+], predict the reaction product. The product is: [O:38]1[CH2:37][CH2:36][N:35]([C:30]2[CH:29]=[C:28]([C:22]3[CH:21]=[CH:20][CH:19]=[C:18]4[C:23]=3[S:24][C:25]3[CH:26]=[CH:27][C:14]([NH:13][CH:11]([CH3:12])[CH:10]=[O:9])=[CH:15][C:16]=3[S:17]4)[NH:33][C:32](=[O:34])[CH:31]=2)[CH2:40][CH2:39]1. (3) Given the reactants [ClH:1].[NH2:2][C@@H:3]1[CH2:5][C@H:4]1[C:6]1[CH:11]=[CH:10][C:9]([NH:12][C:13]([C:15]2[CH:20]=[CH:19][C:18]([C:21]3[CH:26]=[CH:25][CH:24]=[CH:23][CH:22]=3)=[CH:17][CH:16]=2)=[O:14])=[CH:8][CH:7]=1.[CH:27]1([CH:30]=O)[CH2:29][CH2:28]1.C(=O)([O-])O.[Na+].[BH4-].[Na+], predict the reaction product. The product is: [ClH:1].[CH:27]1([CH2:30][NH:2][C@@H:3]2[CH2:5][C@H:4]2[C:6]2[CH:7]=[CH:8][C:9]([NH:12][C:13]([C:15]3[CH:20]=[CH:19][C:18]([C:21]4[CH:26]=[CH:25][CH:24]=[CH:23][CH:22]=4)=[CH:17][CH:16]=3)=[O:14])=[CH:10][CH:11]=2)[CH2:29][CH2:28]1. (4) Given the reactants [H-].[Na+].BrC1C=CC(S(C)(=O)=O)=C(Cl)C=1Cl.[Na].[Br:17][C:18]1[C:19]([Cl:29])=[C:20]([OH:28])[C:21]([S:24]([CH3:27])(=[O:26])=[O:25])=[CH:22][CH:23]=1.Cl, predict the reaction product. The product is: [Br:17][C:18]1[C:19]([Cl:29])=[C:20]([OH:28])[C:21]([S:24]([CH3:27])(=[O:26])=[O:25])=[CH:22][CH:23]=1. (5) The product is: [CH3:14][N:13]([CH2:15][CH:16]1[CH:17]2[CH2:31][CH:20]([CH2:19][CH2:18]2)[CH:21]=[C:22]1[C:24]1[CH:25]=[C:26]([OH:30])[CH:27]=[CH:28][CH:29]=1)[CH3:12].[CH3:14][N:13]([CH2:15][C:16]1[CH:17]2[CH2:31][CH:20]([CH2:21][C:22]=1[C:24]1[CH:25]=[C:26]([OH:30])[CH:27]=[CH:28][CH:29]=1)[CH2:19][CH2:18]2)[CH3:12]. Given the reactants CC1C=CC(S(O)(=O)=O)=CC=1.[CH3:12][N:13]([CH2:15][CH:16]1[C:22]([C:24]2[CH:29]=[CH:28][CH:27]=[C:26]([OH:30])[CH:25]=2)(O)[CH2:21][CH:20]2[CH2:31][CH:17]1[CH2:18][CH2:19]2)[CH3:14].C([O-])([O-])=O.[K+].[K+], predict the reaction product. (6) Given the reactants [C:1]([NH:4][C:5]1[S:6][CH:7]=[C:8]([C:10]([O:12]CC)=[O:11])[N:9]=1)(=[O:3])[CH3:2].[OH-].[Na+].Cl, predict the reaction product. The product is: [C:1]([NH:4][C:5]1[S:6][CH:7]=[C:8]([C:10]([OH:12])=[O:11])[N:9]=1)(=[O:3])[CH3:2]. (7) Given the reactants CS([C:5]1[N:6]=[CH:7][C:8]2[CH:13]=[CH:12][S:11][C:9]=2[N:10]=1)(=O)=O.[NH2:14][CH:15]1[CH2:20][CH2:19][O:18][CH2:17][CH2:16]1.CN1CCCC1=O, predict the reaction product. The product is: [O:18]1[CH2:19][CH2:20][CH:15]([NH:14][C:5]2[N:6]=[CH:7][C:8]3[CH:13]=[CH:12][S:11][C:9]=3[N:10]=2)[CH2:16][CH2:17]1.